From a dataset of Full USPTO retrosynthesis dataset with 1.9M reactions from patents (1976-2016). Predict the reactants needed to synthesize the given product. Given the product [CH3:24][C:20]1[CH:21]=[CH:22][CH:23]=[C:18]([O:16][CH2:15][C:5]2[C:6]([C:9]3[CH:14]=[CH:13][CH:12]=[CH:11][CH:10]=3)=[N:7][O:8][C:4]=2[CH3:3])[N:19]=1, predict the reactants needed to synthesize it. The reactants are: [H-].[Na+].[CH3:3][C:4]1[O:8][N:7]=[C:6]([C:9]2[CH:14]=[CH:13][CH:12]=[CH:11][CH:10]=2)[C:5]=1[CH2:15][OH:16].F[C:18]1[CH:23]=[CH:22][CH:21]=[C:20]([CH3:24])[N:19]=1.[Cl-].[Na+].